Dataset: Reaction yield outcomes from USPTO patents with 853,638 reactions. Task: Predict the reaction yield, written as a fraction of the theoretical maximum amount of product (1.0 means a 100% yield; for example, 0.34 means a 34% yield). (1) The reactants are Cl[C:2]1[N:7]=[C:6]([NH2:8])[C:5]([F:9])=[CH:4][N:3]=1.[CH3:10][S-:11].[Na+]. The catalyst is C(O)C. The product is [F:9][C:5]1[C:6]([NH2:8])=[N:7][C:2]([S:11][CH3:10])=[N:3][CH:4]=1. The yield is 0.980. (2) The reactants are [CH3:1][C:2]([CH3:29])([CH3:28])[C:3]([O:5][C:6]1[CH:15]=[C:14]2[C:9]([C:10]([CH2:17][C:18](=[O:27])[NH:19][CH2:20][CH2:21][CH2:22][CH2:23][CH2:24][CH2:25][OH:26])=[CH:11][C:12](=[O:16])[O:13]2)=[CH:8][CH:7]=1)=[O:4].C(N(CC)CC)C.[CH:37]([N:40]([CH:48]([CH3:50])[CH3:49])[P:41](Cl)[O:42][CH2:43][CH2:44][C:45]#[N:46])([CH3:39])[CH3:38].CO. The catalyst is C(Cl)Cl. The product is [CH3:1][C:2]([CH3:29])([CH3:28])[C:3]([O:5][C:6]1[CH:15]=[C:14]2[C:9]([C:10]([CH2:17][C:18](=[O:27])[NH:19][CH2:20][CH2:21][CH2:22][CH2:23][CH2:24][CH2:25][O:26][P:41]([N:40]([CH:48]([CH3:50])[CH3:49])[CH:37]([CH3:38])[CH3:39])[O:42][CH2:43][CH2:44][C:45]#[N:46])=[CH:11][C:12](=[O:16])[O:13]2)=[CH:8][CH:7]=1)=[O:4]. The yield is 0.650. (3) The catalyst is CN(C=O)C. The reactants are F[C:2]1[CH:7]=[CH:6][C:5]([N+:8]([O-:10])=[O:9])=[CH:4][C:3]=1[C:11]([F:14])([F:13])[F:12].[CH3:15][S:16]([O-:18])=[O:17].[Na+]. The product is [CH3:15][S:16]([C:2]1[CH:7]=[CH:6][C:5]([N+:8]([O-:10])=[O:9])=[CH:4][C:3]=1[C:11]([F:14])([F:13])[F:12])(=[O:18])=[O:17]. The yield is 0.640. (4) The reactants are [C:1]1([S:7]([C:10]2[CH:11]=[C:12]3[C:17](=[CH:18][CH:19]=2)[CH:16]([CH2:20][NH2:21])[CH2:15][CH2:14][CH2:13]3)(=[O:9])=[O:8])[CH:6]=[CH:5][CH:4]=[CH:3][CH:2]=1.Cl.[N:23]1([C:28](N)=[NH:29])C=CC=N1.C(N(CC)C(C)C)C.O. The catalyst is CN(C=O)C. The product is [C:1]1([S:7]([C:10]2[CH:11]=[C:12]3[C:17](=[CH:18][CH:19]=2)[CH:16]([CH2:20][NH:21][C:28]([NH2:29])=[NH:23])[CH2:15][CH2:14][CH2:13]3)(=[O:9])=[O:8])[CH:2]=[CH:3][CH:4]=[CH:5][CH:6]=1. The yield is 0.330. (5) The reactants are [OH:1][C:2]1[N:3]=[C:4]2[CH:14]=[C:13]([O:15][CH2:16][C:17]3[S:18][CH:19]=[C:20]([CH:22]([CH3:24])[CH3:23])[N:21]=3)[CH:12]=[CH:11][N:5]2[C:6](=[O:10])[C:7]=1[CH:8]=O.CN(C)C=O.[C:30]([O:34][C:35]([CH:37]=P(C1C=CC=CC=1)(C1C=CC=CC=1)C1C=CC=CC=1)=[O:36])([CH3:33])([CH3:32])[CH3:31]. The catalyst is O1CCCC1. The product is [OH:1][C:2]1[N:3]=[C:4]2[CH:14]=[C:13]([O:15][CH2:16][C:17]3[S:18][CH:19]=[C:20]([CH:22]([CH3:24])[CH3:23])[N:21]=3)[CH:12]=[CH:11][N:5]2[C:6](=[O:10])[C:7]=1/[CH:8]=[CH:37]/[C:35]([O:34][C:30]([CH3:31])([CH3:32])[CH3:33])=[O:36]. The yield is 0.620. (6) The reactants are [CH:1]1([C:7](Cl)=[O:8])[CH2:6][CH2:5][CH2:4][CH2:3][CH2:2]1.[CH3:10][O:11][C:12]1[CH:18]=[CH:17][C:16]([O:19][CH3:20])=[CH:15][C:13]=1[NH2:14].C(OCC)(=O)C.CCCCCCC. The catalyst is O. The product is [CH3:10][O:11][C:12]1[CH:18]=[CH:17][C:16]([O:19][CH3:20])=[CH:15][C:13]=1[NH:14][C:7]([CH:1]1[CH2:6][CH2:5][CH2:4][CH2:3][CH2:2]1)=[O:8]. The yield is 0.670.